Dataset: Reaction yield outcomes from USPTO patents with 853,638 reactions. Task: Predict the reaction yield, written as a fraction of the theoretical maximum amount of product (1.0 means a 100% yield; for example, 0.34 means a 34% yield). (1) The reactants are [CH:1]1([Mg]Cl)[CH2:6][CH2:5][CH2:4][CH2:3][CH2:2]1.CN1C(=O)CCC1.[CH3:16][O:17][C:18]([C:20]1[N:21]([CH2:26][C:27]([O:29][C:30]([CH3:33])([CH3:32])[CH3:31])=[O:28])[CH:22]=[C:23](Br)[CH:24]=1)=[O:19]. The catalyst is C1COCC1.[Cl-].[Cl-].[Zn+2].CC(C)([P](C(C)(C)C)([Pd][P](C(C)(C)C)(C(C)(C)C)C(C)(C)C)C(C)(C)C)C. The product is [CH3:16][O:17][C:18]([C:20]1[N:21]([CH2:26][C:27]([O:29][C:30]([CH3:33])([CH3:32])[CH3:31])=[O:28])[CH:22]=[C:23]([CH:1]2[CH2:6][CH2:5][CH2:4][CH2:3][CH2:2]2)[CH:24]=1)=[O:19]. The yield is 0.660. (2) The reactants are [Cl:1][C:2]1[CH:11]=[C:10]([N+:12]([O-:14])=[O:13])[CH:9]=[CH:8][C:3]=1[C:4]([NH:6][CH3:7])=O.S(Cl)(Cl)=O.C1(C)C=CC=CC=1.[N:26]([Si](C)(C)C)=[N+:27]=[N-:28]. The catalyst is C(#N)C. The product is [Cl:1][C:2]1[CH:11]=[C:10]([N+:12]([O-:14])=[O:13])[CH:9]=[CH:8][C:3]=1[C:4]1[N:6]([CH3:7])[N:28]=[N:27][N:26]=1. The yield is 0.590. (3) The reactants are [CH2:1]([N:8]1[CH2:13][CH2:12][N:11]([C:14]2[CH:15]=[C:16]3[C:20](=[CH:21][C:22]=2[O:23][CH3:24])[NH:19][N:18]=[C:17]3[S:25]([C:28]2[CH:33]=[CH:32][CH:31]=[CH:30][CH:29]=2)(=[O:27])=[O:26])[CH2:10][CH2:9]1)[C:2]1[CH:7]=[CH:6][CH:5]=[CH:4][CH:3]=1.[C:34]1(B(O)O)[CH:39]=[CH:38][CH:37]=[CH:36][CH:35]=1.N1C=CC=CC=1.C(Cl)[Cl:50]. The catalyst is C([O-])(=O)C.[Cu+2].C([O-])(=O)C. The product is [ClH:50].[CH2:1]([N:8]1[CH2:9][CH2:10][N:11]([C:14]2[CH:15]=[C:16]3[C:20](=[CH:21][C:22]=2[O:23][CH3:24])[N:19]([C:34]2[CH:39]=[CH:38][CH:37]=[CH:36][CH:35]=2)[N:18]=[C:17]3[S:25]([C:28]2[CH:33]=[CH:32][CH:31]=[CH:30][CH:29]=2)(=[O:26])=[O:27])[CH2:12][CH2:13]1)[C:2]1[CH:3]=[CH:4][CH:5]=[CH:6][CH:7]=1. The yield is 0.250.